This data is from Catalyst prediction with 721,799 reactions and 888 catalyst types from USPTO. The task is: Predict which catalyst facilitates the given reaction. (1) Reactant: [CH3:1][C:2]1[CH:7]=[C:6]([C:8]([F:11])([F:10])[F:9])[CH:5]=[CH:4][C:3]=1[C:12](=[O:15])[CH2:13][CH3:14].[Br:16]N1C(=O)CCC1=O. Product: [Br:16][CH:13]([CH3:14])[C:12]([C:3]1[CH:4]=[CH:5][C:6]([C:8]([F:9])([F:10])[F:11])=[CH:7][C:2]=1[CH3:1])=[O:15]. The catalyst class is: 28. (2) Reactant: [CH2:1]([OH:5])[CH2:2][CH:3]=C.[CH:6](=[O:11])[C:7]([CH3:10])([CH3:9])[CH3:8].[C:12](O)(C(F)(F)F)=O. Product: [C:7]([CH:6]1[CH2:12][CH:1]([OH:5])[CH2:2][CH2:3][O:11]1)([CH3:10])([CH3:9])[CH3:8]. The catalyst class is: 4. (3) Reactant: [NH2:1][CH2:2][CH2:3][CH2:4][CH2:5][CH2:6][CH2:7][OH:8].[CH3:9][C:10]([O:13][C:14](O[C:14]([O:13][C:10]([CH3:12])([CH3:11])[CH3:9])=[O:15])=[O:15])([CH3:12])[CH3:11]. The catalyst class is: 20. Product: [OH:8][CH2:7][CH2:6][CH2:5][CH2:4][CH2:3][CH2:2][NH:1][C:14](=[O:15])[O:13][C:10]([CH3:12])([CH3:11])[CH3:9]. (4) Reactant: [N:1]1[CH:6]=[CH:5][CH:4]=[C:3]([NH:7][C:8]([C:10]2[CH:18]=[C:17]3[C:13]([CH:14]=[C:15]4[C:22](=O)[CH2:21][CH2:20][CH2:19][N:16]43)=[CH:12][CH:11]=2)=[O:9])[CH:2]=1.Cl.[NH2:25][OH:26].N1C=CC=CC=1. Product: [N:1]1[CH:6]=[CH:5][CH:4]=[C:3]([NH:7][C:8]([C:10]2[CH:18]=[C:17]3[C:13]([CH:14]=[C:15]4[C:22](=[N:25][OH:26])[CH2:21][CH2:20][CH2:19][N:16]43)=[CH:12][CH:11]=2)=[O:9])[CH:2]=1. The catalyst class is: 24. (5) Reactant: [CH3:1][C:2]1[CH2:11][S:10][CH:5]2[CH:6]([NH2:9])[C:7](=[O:8])[N:4]2[C:3]=1[C:12]([OH:14])=[O:13].N12CCCC=C1CCCCN2. Product: [CH3:1][C:2]1[CH2:11][S:10][C@@H:5]2[C@H:6]([NH2:9])[C:7](=[O:8])[N:4]2[C:3]=1[C:12]([OH:14])=[O:13]. The catalyst class is: 4. (6) Reactant: [F:1][C:2]([F:21])([F:20])[C:3]1[CH:4]=[C:5]([CH:13]=[C:14]([C:16]([F:19])([F:18])[F:17])[CH:15]=1)[CH2:6][C:7]1([OH:12])[CH2:11][CH2:10][CH2:9][CH2:8]1.C(N(CC)CC)C.[C:29](Cl)(=[O:33])[C:30]([CH3:32])=[CH2:31]. Product: [C:29]([O:12][C:7]1([CH2:6][C:5]2[CH:4]=[C:3]([C:2]([F:20])([F:21])[F:1])[CH:15]=[C:14]([C:16]([F:19])([F:17])[F:18])[CH:13]=2)[CH2:8][CH2:9][CH2:10][CH2:11]1)(=[O:33])[C:30]([CH3:32])=[CH2:31]. The catalyst class is: 2. (7) Reactant: [CH3:1][C:2]([OH:13])([CH2:5][CH2:6][CH2:7][CH:8]([CH3:12])[CH2:9][CH2:10][CH3:11])[C:3]#[CH:4].C1(C)C=CC(S(O)(=O)=O)=CC=1.[C:25](OC(=O)C)(=[O:27])[CH3:26]. Product: [C:25]([O:13][C:2]([CH3:1])([CH2:5][CH2:6][CH2:7][CH:8]([CH3:12])[CH2:9][CH2:10][CH3:11])[C:3]#[CH:4])(=[O:27])[CH3:26]. The catalyst class is: 6. (8) Reactant: [C:1]([C:3]1[CH:8]=[CH:7][C:6]([C:9]2[N:13]3[N:14]=[C:15]([C:18]4[CH:26]=[CH:25][C:21]([C:22]([OH:24])=O)=[CH:20][CH:19]=4)[CH:16]=[CH:17][C:12]3=[N:11][CH:10]=2)=[CH:5][CH:4]=1)#[N:2].[CH3:27][N:28]1[CH2:33][CH2:32][O:31][CH2:30][CH2:29]1.CN(C(ON1N=NC2C=CC=NC1=2)=[N+](C)C)C.F[P-](F)(F)(F)(F)F.O1CCCNCC1. Product: [O:31]1[CH2:32][CH2:33][CH2:27][N:28]([C:22]([C:21]2[CH:20]=[CH:19][C:18]([C:15]3[CH:16]=[CH:17][C:12]4[N:13]([C:9]([C:6]5[CH:5]=[CH:4][C:3]([C:1]#[N:2])=[CH:8][CH:7]=5)=[CH:10][N:11]=4)[N:14]=3)=[CH:26][CH:25]=2)=[O:24])[CH2:29][CH2:30]1. The catalyst class is: 31.